From a dataset of Forward reaction prediction with 1.9M reactions from USPTO patents (1976-2016). Predict the product of the given reaction. (1) Given the reactants Br[C:2]1[CH:3]=[N:4][CH:5]=[CH:6][C:7]=1[CH2:8][O:9][C:10]1[CH:11]=[N:12][C:13]([N:16]2[CH2:21][CH2:20][N:19]([C:22]([O:24][C:25]([CH3:28])([CH3:27])[CH3:26])=[O:23])[CH2:18][CH2:17]2)=[N:14][CH:15]=1.C1(P(C2C=CC=CC=2)C2C3OC4C(=CC=CC=4P(C4C=CC=CC=4)C4C=CC=CC=4)C(C)(C)C=3C=CC=2)C=CC=CC=1.[CH3:71][N:72](C=O)C, predict the reaction product. The product is: [C:71]([C:2]1[CH:3]=[N:4][CH:5]=[CH:6][C:7]=1[CH2:8][O:9][C:10]1[CH:11]=[N:12][C:13]([N:16]2[CH2:21][CH2:20][N:19]([C:22]([O:24][C:25]([CH3:27])([CH3:28])[CH3:26])=[O:23])[CH2:18][CH2:17]2)=[N:14][CH:15]=1)#[N:72]. (2) Given the reactants P(Cl)(Cl)(Cl)=O.Cl[C:7](Cl)(Cl)[C:8](Cl)=[O:9].[CH3:13][O:14][C:15]1[CH:24]=[C:23]([CH:25]=[CH2:26])[CH:22]=[CH:21][C:16]=1[C:17]([O:19][CH3:20])=[O:18].C(=O)([O-])O.[Na+], predict the reaction product. The product is: [CH3:13][O:14][C:15]1[CH:24]=[C:23]([CH:25]2[CH2:7][C:8](=[O:9])[CH2:26]2)[CH:22]=[CH:21][C:16]=1[C:17]([O:19][CH3:20])=[O:18]. (3) Given the reactants [NH:1]([C:5]1[CH:13]=[CH:12][C:8]([C:9]([OH:11])=[O:10])=[CH:7][CH:6]=1)[C:2]([NH2:4])=[NH:3].S(Cl)(Cl)=O.[CH3:18]O, predict the reaction product. The product is: [CH3:18][O:10][C:9](=[O:11])[C:8]1[CH:12]=[CH:13][C:5]([NH:1][C:2]([NH2:4])=[NH:3])=[CH:6][CH:7]=1. (4) Given the reactants [CH2:1]([O:3][C:4](=[O:13])[C:5]1[CH:10]=[CH:9][C:8]([Br:11])=[C:7]([CH3:12])[CH:6]=1)[CH3:2].[Br:14]N1C(=O)CCC1=O.C(OOC(=O)C1C=CC=CC=1)(=O)C1C=CC=CC=1, predict the reaction product. The product is: [CH2:1]([O:3][C:4](=[O:13])[C:5]1[CH:10]=[CH:9][C:8]([Br:11])=[C:7]([CH2:12][Br:14])[CH:6]=1)[CH3:2]. (5) Given the reactants [NH2:1][C:2]1[CH:9]=[CH:8][C:5]([CH2:6][OH:7])=[CH:4][CH:3]=1.[N:10]([C:13]1[CH:18]=[CH:17][CH:16]=[CH:15][CH:14]=1)=[C:11]=[O:12], predict the reaction product. The product is: [OH:7][CH2:6][C:5]1[CH:8]=[CH:9][C:2]([NH:1][C:11]([NH:10][C:13]2[CH:18]=[CH:17][CH:16]=[CH:15][CH:14]=2)=[O:12])=[CH:3][CH:4]=1. (6) Given the reactants CN1CCNCC1.C([Li])CCC.[CH3:13][O:14][C:15]1[N:20]=[C:19]([CH:21]=[O:22])[CH:18]=[CH:17][CH:16]=1.C([Li])(C)(C)C.[Cl:28]C(Cl)(Cl)C(Cl)(Cl)Cl, predict the reaction product. The product is: [Cl:28][C:16]1[CH:17]=[CH:18][C:19]([CH:21]=[O:22])=[N:20][C:15]=1[O:14][CH3:13]. (7) Given the reactants [Br:1][C:2]1[CH:3]=[C:4]([CH:10]=[O:11])[NH:5][C:6]=1[CH2:7][CH2:8][CH3:9].Br[CH2:13][C:14]1[CH:19]=[CH:18][C:17]([C:20]2[CH:25]=[CH:24][CH:23]=[CH:22][C:21]=2[C:26]2[N:30]([C:31]([C:44]3[CH:49]=[CH:48][CH:47]=[CH:46][CH:45]=3)([C:38]3[CH:43]=[CH:42][CH:41]=[CH:40][CH:39]=3)[C:32]3[CH:37]=[CH:36][CH:35]=[CH:34][CH:33]=3)[N:29]=[N:28][N:27]=2)=[CH:16][CH:15]=1, predict the reaction product. The product is: [Br:1][C:2]1[CH:3]=[C:4]([CH:10]=[O:11])[N:5]([CH2:13][C:14]2[CH:15]=[CH:16][C:17]([C:20]3[CH:25]=[CH:24][CH:23]=[CH:22][C:21]=3[C:26]3[N:30]([C:31]([C:44]4[CH:49]=[CH:48][CH:47]=[CH:46][CH:45]=4)([C:38]4[CH:39]=[CH:40][CH:41]=[CH:42][CH:43]=4)[C:32]4[CH:37]=[CH:36][CH:35]=[CH:34][CH:33]=4)[N:29]=[N:28][N:27]=3)=[CH:18][CH:19]=2)[C:6]=1[CH2:7][CH2:8][CH3:9]. (8) Given the reactants Cl[C:2]1[N:10]=[C:9]([F:11])[N:8]=[C:7]2[C:3]=1[N:4]=[CH:5][N:6]2[CH:12]([CH3:14])[CH3:13].C([N:18]([CH:21]([CH3:23])[CH3:22])CC)(C)C.C1(N)CC1, predict the reaction product. The product is: [CH:21]1([NH:18][C:2]2[N:10]=[C:9]([F:11])[N:8]=[C:7]3[C:3]=2[N:4]=[CH:5][N:6]3[CH:12]([CH3:14])[CH3:13])[CH2:23][CH2:22]1. (9) Given the reactants Br[C:2]1[N:6]2[N:7]=[CH:8][C:9]([C:11]([CH3:14])([CH3:13])[CH3:12])=[N:10][C:5]2=[N:4][CH:3]=1.[F:15][C:16]1[CH:21]=[CH:20][C:19](B(O)O)=[CH:18][C:17]=1[C:25]1[CH:30]=[CH:29][CH:28]=[CH:27][N:26]=1, predict the reaction product. The product is: [C:11]([C:9]1[CH:8]=[N:7][N:6]2[C:2]([C:19]3[CH:20]=[CH:21][C:16]([F:15])=[C:17]([C:25]4[CH:30]=[CH:29][CH:28]=[CH:27][N:26]=4)[CH:18]=3)=[CH:3][N:4]=[C:5]2[N:10]=1)([CH3:14])([CH3:13])[CH3:12].